This data is from Skin sensitization/reaction prediction data. The task is: Regression/Classification. Given a drug SMILES string, predict its toxicity properties. Task type varies by dataset: regression for continuous values (e.g., LD50, hERG inhibition percentage) or binary classification for toxic/non-toxic outcomes (e.g., AMES mutagenicity, cardiotoxicity, hepatotoxicity). Dataset: skin_reaction. The drug is O=C(O)c1ccc(O)cc1. The result is 0 (no skin reaction).